Dataset: Reaction yield outcomes from USPTO patents with 853,638 reactions. Task: Predict the reaction yield, written as a fraction of the theoretical maximum amount of product (1.0 means a 100% yield; for example, 0.34 means a 34% yield). The product is [CH3:22][C:2]([CH3:23])([CH3:1])[C:3]([O:5][CH2:6][C:7]1[NH:16][C:15](=[O:17])[C:14]2[C:9](=[CH:10][C:11]3[CH2:20][CH2:19][CH:18]([NH:24][C:25]4[CH:37]=[CH:36][C:28]([C:29]([O:31][C:32]([CH3:33])([CH3:34])[CH3:35])=[O:30])=[CH:27][CH:26]=4)[C:12]=3[CH:13]=2)[N:8]=1)=[O:4]. The catalyst is CO.C(Cl)Cl. The yield is 0.580. The reactants are [CH3:1][C:2]([CH3:23])([CH3:22])[C:3]([O:5][CH2:6][C:7]1[NH:16][C:15](=[O:17])[C:14]2[C:9](=[CH:10][C:11]3[CH2:20][CH2:19][C:18](=O)[C:12]=3[CH:13]=2)[N:8]=1)=[O:4].[NH2:24][C:25]1[CH:37]=[CH:36][C:28]([C:29]([O:31][C:32]([CH3:35])([CH3:34])[CH3:33])=[O:30])=[CH:27][CH:26]=1.[B][B][B][B][B][B][B][B][B][B].